From a dataset of Reaction yield outcomes from USPTO patents with 853,638 reactions. Predict the reaction yield, written as a fraction of the theoretical maximum amount of product (1.0 means a 100% yield; for example, 0.34 means a 34% yield). (1) The reactants are [Cl:1][C:2]1[CH:18]=[C:17]([C:19]#[N:20])[CH:16]=[C:15]([Cl:21])[C:3]=1[C:4]([NH:6][C:7]1[CH:12]=[CH:11][N:10]=[C:9]([Cl:13])[C:8]=1[F:14])=O.S(Cl)([Cl:24])=O. The catalyst is C1(C)C=CC=CC=1. The product is [Cl:1][C:2]1[CH:18]=[C:17]([C:19]#[N:20])[CH:16]=[C:15]([Cl:21])[C:3]=1[C:4]([Cl:24])=[N:6][C:7]1[CH:12]=[CH:11][N:10]=[C:9]([Cl:13])[C:8]=1[F:14]. The yield is 0.970. (2) The reactants are [Cl:1][C:2]1[CH:27]=[CH:26][C:5]2[C:6](=[O:25])[N:7]=[C:8]([C:10]3[N:15]=[C:14]([CH2:16][CH2:17][C:18]([OH:20])=[O:19])[CH:13]=[C:12]([S:21]([CH3:24])(=[O:23])=[O:22])[CH:11]=3)[S:9][C:4]=2[CH:3]=1.[CH2:28](N(CC)CC)[CH3:29].C(Cl)(=O)OCC.[Cl-].[NH4+]. The catalyst is C(Cl)Cl.CN(C)C1C=CN=CC=1. The product is [Cl:1][C:2]1[CH:27]=[CH:26][C:5]2[C:6](=[O:25])[N:7]=[C:8]([C:10]3[N:15]=[C:14]([CH2:16][CH2:17][C:18]([O:20][CH2:28][CH3:29])=[O:19])[CH:13]=[C:12]([S:21]([CH3:24])(=[O:22])=[O:23])[CH:11]=3)[S:9][C:4]=2[CH:3]=1. The yield is 0.400. (3) The reactants are [C:1]([C:4]1[S:5][C:6]([CH:9]=[N:10]O)=[CH:7][N:8]=1)(=[O:3])[CH3:2]. The catalyst is C(OC(=O)C)(=O)C. The product is [C:1]([C:4]1[S:5][C:6]([C:9]#[N:10])=[CH:7][N:8]=1)(=[O:3])[CH3:2]. The yield is 0.543. (4) The catalyst is C(Cl)Cl.C([O-])(=O)C.[Pd+2].C([O-])(=O)C. The product is [Cl:17][C:14]1[NH:13][C:12](=[O:20])[C:1]2[C:16]([CH:15]=1)=[N:28][CH:26]=[C:7]1[C:2]=2[CH:3]=[CH:4][CH:5]=[CH:6]1. The reactants are [C:1](Cl)(=O)[C:2]1[CH:7]=[CH:6][CH:5]=[CH:4][CH:3]=1.NC1[C:12](Cl)=[N:13][C:14]([Cl:17])=[CH:15][CH:16]=1.C(=O)([O-])[O-:20].[Na+].[Na+].C[C:26]([N:28](C)C)=O. The yield is 0.130. (5) No catalyst specified. The yield is 0.560. The product is [ClH:25].[N:1]12[CH2:7][CH2:6][CH:5]([CH2:8][CH2:9]1)[N:4]([C:10]1[N:15]=[CH:14][C:13]([NH:16][C:23]([C:17]3[CH2:22][CH2:21][CH2:20][CH2:19][CH:18]=3)=[O:24])=[CH:12][N:11]=1)[CH2:3][CH2:2]2. The reactants are [N:1]12[CH2:9][CH2:8][CH:5]([CH2:6][CH2:7]1)[N:4]([C:10]1[N:15]=[CH:14][C:13]([NH2:16])=[CH:12][N:11]=1)[CH2:3][CH2:2]2.[C:17]1([C:23]([Cl:25])=[O:24])[CH2:22][CH2:21][CH2:20][CH2:19][CH:18]=1. (6) The reactants are [Cl:1][CH2:2][CH2:3][C:4]([C:6]1[CH:7]=[C:8]2[C:13](=[CH:14][CH:15]=1)[NH:12][C:11](=[O:16])[CH2:10][C:9]2([CH3:18])[CH3:17])=O.C([SiH](CC)CC)C. The catalyst is FC(F)(F)C(O)=O. The product is [Cl:1][CH2:2][CH2:3][CH2:4][C:6]1[CH:7]=[C:8]2[C:13](=[CH:14][CH:15]=1)[NH:12][C:11](=[O:16])[CH2:10][C:9]2([CH3:18])[CH3:17]. The yield is 1.00. (7) The yield is 0.680. The catalyst is C1(C)C=CC=CC=1.C(Cl)(Cl)Cl. The reactants are [CH2:1]([O:3][C:4]1[CH:5]=[C:6]2[C:10](=[CH:11][CH:12]=1)[N:9](CN(C)C)[CH:8]=[CH:7]2)[CH3:2].[N+:17]([CH:20]([CH3:25])[C:21]([O:23][CH3:24])=[O:22])([O-:19])=[O:18].[C:26]1(C)C=CC=CC=1.CC(C)=O. The product is [CH3:24][O:23][C:21](=[O:22])[C:20]([CH3:26])([N+:17]([O-:19])=[O:18])[CH2:25][C:7]1[C:6]2[C:10](=[CH:11][CH:12]=[C:4]([O:3][CH2:1][CH3:2])[CH:5]=2)[NH:9][CH:8]=1. (8) The reactants are [Br:1]Br.[CH3:3][C:4]1[S:5][CH:6]=[C:7]([C:9]2[CH:14]=[CH:13][C:12]([N+:15]([O-:17])=[O:16])=[CH:11][CH:10]=2)[N:8]=1. The catalyst is C(Cl)(Cl)Cl. The product is [Br:1][C:6]1[S:5][C:4]([CH3:3])=[N:8][C:7]=1[C:9]1[CH:10]=[CH:11][C:12]([N+:15]([O-:17])=[O:16])=[CH:13][CH:14]=1. The yield is 0.600. (9) The reactants are Cl[C:2]1[N:7]=[CH:6][C:5]([C:8]2[C:16]3[C:11](=[CH:12][C:13]([F:17])=[CH:14][CH:15]=3)[N:10]([S:18]([C:21]3[CH:26]=[CH:25][CH:24]=[CH:23][CH:22]=3)(=[O:20])=[O:19])[CH:9]=2)=[CH:4][CH:3]=1.[CH3:27][N:28]1[CH2:33][CH2:32][NH:31][CH2:30][CH2:29]1. No catalyst specified. The product is [F:17][C:13]1[CH:12]=[C:11]2[C:16]([C:8]([C:5]3[CH:6]=[N:7][C:2]([N:31]4[CH2:32][CH2:33][N:28]([CH3:27])[CH2:29][CH2:30]4)=[CH:3][CH:4]=3)=[CH:9][N:10]2[S:18]([C:21]2[CH:26]=[CH:25][CH:24]=[CH:23][CH:22]=2)(=[O:20])=[O:19])=[CH:15][CH:14]=1. The yield is 1.00. (10) The reactants are [CH2:1]([O:8][C:9]1[CH:14]=[CH:13][C:12]([OH:15])=[C:11]([N+:16]([O-:18])=[O:17])[CH:10]=1)[C:2]1[CH:7]=[CH:6][CH:5]=[CH:4][CH:3]=1.C([O-])([O-])=O.[K+].[K+].[Na+].[I-].Br[CH2:28][CH2:29][CH2:30][C:31]([O:33][CH2:34][CH3:35])=[O:32]. The catalyst is CN(C=O)C.CCOC(C)=O. The product is [CH2:1]([O:8][C:9]1[CH:14]=[CH:13][C:12]([O:15][CH2:28][CH2:29][CH2:30][C:31]([O:33][CH2:34][CH3:35])=[O:32])=[C:11]([N+:16]([O-:18])=[O:17])[CH:10]=1)[C:2]1[CH:3]=[CH:4][CH:5]=[CH:6][CH:7]=1. The yield is 0.620.